Dataset: Forward reaction prediction with 1.9M reactions from USPTO patents (1976-2016). Task: Predict the product of the given reaction. (1) The product is: [Cl:13][C:14]1[CH:22]=[C:21]2[C:17]([C:18]([CH:1]3[CH2:5][CH2:4][CH2:3][CH2:2]3)([OH:24])[C:19](=[O:23])[NH:20]2)=[CH:16][CH:15]=1. Given the reactants [CH:1]1([Mg]Br)[CH2:5][CH2:4][CH2:3][CH2:2]1.CCOCC.[Cl:13][C:14]1[CH:22]=[C:21]2[C:17]([C:18](=[O:24])[C:19](=[O:23])[NH:20]2)=[CH:16][CH:15]=1, predict the reaction product. (2) Given the reactants [CH2:1]([C:8]1[C:13](=[O:14])[N:12]2[CH2:15][CH2:16][CH2:17][CH2:18][C:11]2=[N:10][C:9]=1[CH:19](O)[CH:20]([CH3:22])[CH3:21])[C:2]1[CH:7]=[CH:6][CH:5]=[CH:4][CH:3]=1.[C:24]1(=[O:34])[NH:28][C:27](=[O:29])[C:26]2=[CH:30][CH:31]=[CH:32][CH:33]=[C:25]12.C1(P(C2C=CC=CC=2)C2C=CC=CC=2)C=CC=CC=1.CC(OC(/N=N/C(OC(C)C)=O)=O)C, predict the reaction product. The product is: [CH2:1]([C:8]1[C:13](=[O:14])[N:12]2[CH2:15][CH2:16][CH2:17][CH2:18][C:11]2=[N:10][C:9]=1[CH:19]([N:28]1[C:24](=[O:34])[C:25]2[C:26](=[CH:30][CH:31]=[CH:32][CH:33]=2)[C:27]1=[O:29])[CH:20]([CH3:22])[CH3:21])[C:2]1[CH:7]=[CH:6][CH:5]=[CH:4][CH:3]=1. (3) Given the reactants [CH:1]1([CH2:4][N:5]([CH2:12][C:13]2[S:17][C:16]([CH3:18])=[N:15][C:14]=2[CH3:19])[CH:6]2[CH2:11][CH2:10][NH:9][CH2:8][CH2:7]2)[CH2:3][CH2:2]1.[C:20]([OH:29])(=[O:28])[C@@H:21]([C@H:23]([C:25]([OH:27])=[O:26])[OH:24])[OH:22], predict the reaction product. The product is: [C:25]([CH:23]([CH:21]([C:20]([OH:29])=[O:28])[OH:22])[OH:24])([OH:27])=[O:26].[CH:1]1([CH2:4][N:5]([CH2:12][C:13]2[S:17][C:16]([CH3:18])=[N:15][C:14]=2[CH3:19])[CH:6]2[CH2:7][CH2:8][NH:9][CH2:10][CH2:11]2)[CH2:3][CH2:2]1. (4) Given the reactants C([N:8]1[CH:13]2[CH2:14][C:15]([CH2:25][C:26]([O:28][CH2:29][CH3:30])=[O:27])([NH:17][C:18]([O:20][C:21]([CH3:24])([CH3:23])[CH3:22])=[O:19])[CH2:16][CH:9]1[CH2:10][O:11][CH2:12]2)C1C=CC=CC=1, predict the reaction product. The product is: [C:21]([O:20][C:18]([NH:17][C:15]1([CH2:25][C:26]([O:28][CH2:29][CH3:30])=[O:27])[CH2:14][CH:13]2[NH:8][CH:9]([CH2:10][O:11][CH2:12]2)[CH2:16]1)=[O:19])([CH3:24])([CH3:23])[CH3:22]. (5) Given the reactants S(O)(O)(=O)=O.[NH2:6][C:7]1[CH:8]=[N:9][N:10]([CH:13]([CH3:15])[CH3:14])[C:11]=1[NH2:12].[C:16](O[C:16]([O:18][C:19]([CH3:22])([CH3:21])[CH3:20])=[O:17])([O:18][C:19]([CH3:22])([CH3:21])[CH3:20])=[O:17].O.[C:32](=[O:35])([O-])[OH:33].[Na+], predict the reaction product. The product is: [C:19]([O:18][C:16]([NH:6][C:7]1[CH:8]=[N:9][N:10]([CH:13]([CH3:15])[CH3:14])[C:11]=1[NH:12][C:32](=[O:35])[O:33][C:19]([CH3:22])([CH3:21])[CH3:20])=[O:17])([CH3:22])([CH3:21])[CH3:20]. (6) Given the reactants [CH3:1][O:2][C:3]1[CH:4]=[C:5]([CH:21]=[CH:22][C:23]=1[O:24][CH3:25])[CH2:6][CH:7]1[C:16]2[C:11](=[CH:12][C:13]([O:19][CH3:20])=[CH:14][C:15]=2[O:17][CH3:18])[CH2:10][CH2:9][NH:8]1.Br[CH2:27][C:28](Br)=[O:29].[CH2:31]([O:33][C:34]1[CH:41]=[CH:40][CH:39]=[CH:38][C:35]=1[CH2:36][NH2:37])[CH3:32], predict the reaction product. The product is: [CH3:1][O:2][C:3]1[CH:4]=[C:5]([CH:21]=[CH:22][C:23]=1[O:24][CH3:25])[CH2:6][CH:7]1[C:16]2[C:11](=[CH:12][C:13]([O:19][CH3:20])=[CH:14][C:15]=2[O:17][CH3:18])[CH2:10][CH2:9][N:8]1[CH2:27][C:28]([NH:37][CH2:36][C:35]1[CH:38]=[CH:39][CH:40]=[CH:41][C:34]=1[O:33][CH2:31][CH3:32])=[O:29]. (7) Given the reactants [S:1]1[CH:5]=[CH:4][CH:3]=[C:2]1[CH:6]=O.[CH3:8][O:9][CH2:10][CH2:11][NH2:12].[C:13]1(=[O:24])[O:19][C:17](=O)[C:16]2=[CH:20][CH:21]=[CH:22][CH:23]=[C:15]2[CH2:14]1.[CH3:25][N:26]1[CH:30]=[N:29][N:28]=[C:27]1[C:31]1[CH:37]=[CH:36][C:34]([NH2:35])=[CH:33][CH:32]=1, predict the reaction product. The product is: [CH3:8][O:9][CH2:10][CH2:11][N:12]1[CH:6]([C:2]2[S:1][CH:5]=[CH:4][CH:3]=2)[CH:14]([C:13]([NH:35][C:34]2[CH:33]=[CH:32][C:31]([C:27]3[N:26]([CH3:25])[CH:30]=[N:29][N:28]=3)=[CH:37][CH:36]=2)=[O:24])[C:15]2[C:16](=[CH:20][CH:21]=[CH:22][CH:23]=2)[C:17]1=[O:19].